From a dataset of NCI-60 drug combinations with 297,098 pairs across 59 cell lines. Regression. Given two drug SMILES strings and cell line genomic features, predict the synergy score measuring deviation from expected non-interaction effect. (1) Drug 1: C1=CC(=CC=C1CCC2=CNC3=C2C(=O)NC(=N3)N)C(=O)NC(CCC(=O)O)C(=O)O. Drug 2: CC12CCC3C(C1CCC2OP(=O)(O)O)CCC4=C3C=CC(=C4)OC(=O)N(CCCl)CCCl.[Na+]. Cell line: OVCAR-4. Synergy scores: CSS=26.3, Synergy_ZIP=0.430, Synergy_Bliss=-5.62, Synergy_Loewe=-17.0, Synergy_HSA=-5.61. (2) Drug 1: CC1=C(C(CCC1)(C)C)C=CC(=CC=CC(=CC(=O)O)C)C. Drug 2: C1CNP(=O)(OC1)N(CCCl)CCCl. Cell line: MALME-3M. Synergy scores: CSS=19.0, Synergy_ZIP=-1.85, Synergy_Bliss=0.283, Synergy_Loewe=-16.2, Synergy_HSA=-0.518. (3) Drug 1: CS(=O)(=O)CCNCC1=CC=C(O1)C2=CC3=C(C=C2)N=CN=C3NC4=CC(=C(C=C4)OCC5=CC(=CC=C5)F)Cl. Drug 2: CC12CCC3C(C1CCC2OP(=O)(O)O)CCC4=C3C=CC(=C4)OC(=O)N(CCCl)CCCl.[Na+]. Cell line: NCI-H522. Synergy scores: CSS=11.6, Synergy_ZIP=-2.46, Synergy_Bliss=0.607, Synergy_Loewe=-5.76, Synergy_HSA=-1.45. (4) Drug 1: C1=CC(=CC=C1CC(C(=O)O)N)N(CCCl)CCCl.Cl. Drug 2: CNC(=O)C1=NC=CC(=C1)OC2=CC=C(C=C2)NC(=O)NC3=CC(=C(C=C3)Cl)C(F)(F)F. Cell line: HT29. Synergy scores: CSS=52.4, Synergy_ZIP=-1.79, Synergy_Bliss=-0.753, Synergy_Loewe=-8.11, Synergy_HSA=-3.44. (5) Drug 1: C1=CC(=CC=C1CCC2=CNC3=C2C(=O)NC(=N3)N)C(=O)NC(CCC(=O)O)C(=O)O. Drug 2: CC=C1C(=O)NC(C(=O)OC2CC(=O)NC(C(=O)NC(CSSCCC=C2)C(=O)N1)C(C)C)C(C)C. Cell line: LOX IMVI. Synergy scores: CSS=81.4, Synergy_ZIP=10.3, Synergy_Bliss=9.11, Synergy_Loewe=-4.75, Synergy_HSA=9.89. (6) Drug 1: CC1=C2C(C(=O)C3(C(CC4C(C3C(C(C2(C)C)(CC1OC(=O)C(C(C5=CC=CC=C5)NC(=O)OC(C)(C)C)O)O)OC(=O)C6=CC=CC=C6)(CO4)OC(=O)C)O)C)O. Drug 2: CC(C)CN1C=NC2=C1C3=CC=CC=C3N=C2N. Cell line: A498. Synergy scores: CSS=0.510, Synergy_ZIP=-0.667, Synergy_Bliss=-1.61, Synergy_Loewe=-3.96, Synergy_HSA=-3.92. (7) Drug 1: CNC(=O)C1=CC=CC=C1SC2=CC3=C(C=C2)C(=NN3)C=CC4=CC=CC=N4. Drug 2: CS(=O)(=O)CCNCC1=CC=C(O1)C2=CC3=C(C=C2)N=CN=C3NC4=CC(=C(C=C4)OCC5=CC(=CC=C5)F)Cl. Cell line: OVCAR-8. Synergy scores: CSS=3.31, Synergy_ZIP=2.54, Synergy_Bliss=5.21, Synergy_Loewe=-1.50, Synergy_HSA=3.25.